From a dataset of Catalyst prediction with 721,799 reactions and 888 catalyst types from USPTO. Predict which catalyst facilitates the given reaction. (1) Reactant: [Br:1][C:2]1[CH:7]=[CH:6][C:5]([C@@H:8]([C:16]2[N:17]=[N:18][N:19]([CH2:21][Si](C)(C)C)[CH:20]=2)[NH:9][S:10]([C:12]([CH3:15])([CH3:14])[CH3:13])=[O:11])=[CH:4][CH:3]=1.CCCC[N+](CCCC)(CCCC)CCCC.[F-]. Product: [Br:1][C:2]1[CH:7]=[CH:6][C:5]([C@@H:8]([C:16]2[N:17]=[N:18][N:19]([CH3:21])[CH:20]=2)[NH:9][S:10]([C:12]([CH3:15])([CH3:14])[CH3:13])=[O:11])=[CH:4][CH:3]=1. The catalyst class is: 1. (2) Product: [O:14]1[C:2]2([CH2:7][CH2:6][CH2:5][CH2:4][CH2:3]2)[CH2:1][C:12]([C:11]([O:10][CH2:8][CH3:9])=[O:16])=[N:13]1. The catalyst class is: 14. Reactant: [CH2:1]=[C:2]1[CH2:7][CH2:6][CH2:5][CH2:4][CH2:3]1.[CH2:8]([O:10][C:11](=[O:16])[CH2:12][N+:13]([O-])=[O:14])[CH3:9].C1N2CCN(CC2)C1. (3) Reactant: [OH:1][C:2]1[CH:7]=[CH:6][CH:5]=[CH:4][C:3]=1[C:8]1[N:17]=[C:16]([N:18]2[CH2:22][CH2:21][C@@H:20]([NH:23][C:24](=[O:31])[O:25][CH2:26][C:27]([CH3:30])([CH3:29])[CH3:28])[CH2:19]2)[C:15]2[C:10](=[CH:11][C:12]([CH3:32])=[CH:13][CH:14]=2)[N:9]=1.[ClH:33].CCOCC. Product: [ClH:33].[OH:1][C:2]1[CH:7]=[CH:6][CH:5]=[CH:4][C:3]=1[C:8]1[N:17]=[C:16]([N:18]2[CH2:22][CH2:21][C@@H:20]([NH:23][C:24](=[O:31])[O:25][CH2:26][C:27]([CH3:28])([CH3:29])[CH3:30])[CH2:19]2)[C:15]2[C:10](=[CH:11][C:12]([CH3:32])=[CH:13][CH:14]=2)[N:9]=1. The catalyst class is: 2. (4) Reactant: [C:1]1([C@H:7]([NH:9][CH2:10]C(O)=O)[CH3:8])[CH:6]=[CH:5][CH:4]=[CH:3][CH:2]=1.[CH2:14]([O:16][C:17](=[O:25])[N:18]([CH2:22][CH:23]=[CH2:24])[CH2:19][CH:20]=O)[CH3:15]. Product: [C:1]1([C@H:7]([N:9]2[CH:20]3[CH2:19][N:18]([C:17]([O:16][CH2:14][CH3:15])=[O:25])[CH2:22][CH:23]3[CH2:24][CH2:10]2)[CH3:8])[CH:6]=[CH:5][CH:4]=[CH:3][CH:2]=1. The catalyst class is: 224. (5) Reactant: [NH2:1][C:2]1([CH3:28])[CH2:7][CH2:6][N:5]([C:8]2[NH:9][CH2:10][C:11]3[N:12]=[C:13](Cl)[N:14]=[C:15]([NH:18][C:19]4[CH:24]=[CH:23][C:22]([F:25])=[C:21]([Cl:26])[CH:20]=4)[C:16]=3[N:17]=2)[CH2:4][CH2:3]1.I.C. Product: [NH2:1][C:2]1([CH3:28])[CH2:3][CH2:4][N:5]([C:8]2[N:9]=[CH:10][C:11]3[N:12]=[CH:13][N:14]=[C:15]([NH:18][C:19]4[CH:24]=[CH:23][C:22]([F:25])=[C:21]([Cl:26])[CH:20]=4)[C:16]=3[N:17]=2)[CH2:6][CH2:7]1. The catalyst class is: 15.